Dataset: NCI-60 drug combinations with 297,098 pairs across 59 cell lines. Task: Regression. Given two drug SMILES strings and cell line genomic features, predict the synergy score measuring deviation from expected non-interaction effect. Drug 1: CCC(=C(C1=CC=CC=C1)C2=CC=C(C=C2)OCCN(C)C)C3=CC=CC=C3.C(C(=O)O)C(CC(=O)O)(C(=O)O)O. Drug 2: CCCCCOC(=O)NC1=NC(=O)N(C=C1F)C2C(C(C(O2)C)O)O. Cell line: RXF 393. Synergy scores: CSS=0.961, Synergy_ZIP=1.36, Synergy_Bliss=3.20, Synergy_Loewe=-1.83, Synergy_HSA=-1.63.